From a dataset of Reaction yield outcomes from USPTO patents with 853,638 reactions. Predict the reaction yield, written as a fraction of the theoretical maximum amount of product (1.0 means a 100% yield; for example, 0.34 means a 34% yield). (1) The reactants are [CH2:1]1[C:16]2[C:11](=[CH:12][CH:13]=[CH:14][CH:15]=2)[C:9](=O)[C:8]2[C:3](=[CH:4][CH:5]=[CH:6][CH:7]=2)[CH2:2]1.[CH3:17][O:18][C:19]1[CH:26]=[C:25]([O:27][CH3:28])[CH:24]=[CH:23][C:20]=1[CH:21]=O. No catalyst specified. The product is [CH3:17][O:18][C:19]1[CH:26]=[C:25]([O:27][CH3:28])[CH:24]=[CH:23][C:20]=1[CH:21]=[C:9]1[C:8]2[CH:7]=[CH:6][CH:5]=[CH:4][C:3]=2[CH2:2][CH2:1][C:16]2[CH:15]=[CH:14][CH:13]=[CH:12][C:11]1=2. The yield is 0.0700. (2) The reactants are C([O:3][C:4]([C:6]1[CH:10]=[C:9]([C:11]2[CH:16]=[C:15]([Cl:17])[CH:14]=[CH:13][C:12]=2[F:18])[O:8][N:7]=1)=O)C.[H-].C([Al+]CC(C)C)C(C)C. The catalyst is ClCCl. The product is [Cl:17][C:15]1[CH:14]=[CH:13][C:12]([F:18])=[C:11]([C:9]2[O:8][N:7]=[C:6]([CH:4]=[O:3])[CH:10]=2)[CH:16]=1. The yield is 0.840. (3) The reactants are C([O:3][C:4]([C:6]1[N:11]=[C:10]([C:12]2[CH:17]=[CH:16][C:15]([O:18][C:19]3[CH:24]=[CH:23][C:22]([F:25])=[CH:21][CH:20]=3)=[CH:14][CH:13]=2)[CH:9]=[CH:8][N:7]=1)=O)C.F[C:27]1C=CC(OC2C=CC(C3C=CN=C(C(O)=O)N=3)=CC=2)=CC=1.ICC.C(=O)([O-])[O-].[Cs+].[Cs+]. The catalyst is CN(C=O)C. The product is [F:25][C:22]1[CH:23]=[CH:24][C:19]([O:18][C:15]2[CH:16]=[CH:17][C:12]([C:10]3[CH:9]=[CH:8][N:7]=[C:6]([C:4](=[O:3])[CH3:27])[N:11]=3)=[CH:13][CH:14]=2)=[CH:20][CH:21]=1. The yield is 0.620. (4) The reactants are [N+:1]([C:4]1[CH:5]=[CH:6][C:7]2[O:12][CH2:11][C:10](=[O:13])[NH:9][C:8]=2[CH:14]=1)([O-:3])=[O:2].C([O-])([O-])=O.[K+].[K+].[CH2:21]([O:23][C:24](=[O:28])[CH:25](Br)[CH3:26])[CH3:22]. The catalyst is CN(C=O)C. The product is [CH2:21]([O:23][C:24](=[O:28])[CH:25]([N:9]1[C:8]2[CH:14]=[C:4]([N+:1]([O-:3])=[O:2])[CH:5]=[CH:6][C:7]=2[O:12][CH2:11][C:10]1=[O:13])[CH3:26])[CH3:22]. The yield is 0.900. (5) The reactants are [F:1][C:2]([F:28])([F:27])/[C:3](/[C:18]1[CH:23]=[C:22]([Cl:24])[C:21]([Cl:25])=[C:20]([Cl:26])[CH:19]=1)=[CH:4]/[C:5]([O:7][C@@H:8]1[CH2:13][C@H:12]([CH3:14])[CH2:11][CH2:10][C@H:9]1[CH:15]([CH3:17])[CH3:16])=[O:6].[N+:29]([CH2:31][C:32]1[CH:37]=[CH:36][CH:35]=[CH:34][CH:33]=1)#[C-:30].C1(C)C=CC=CC=1. The catalyst is [Cu-]=O.O. The product is [C:32]1([CH:31]2[CH:4]([C:5]([O:7][C@@H:8]3[CH2:13][C@H:12]([CH3:14])[CH2:11][CH2:10][C@H:9]3[CH:15]([CH3:17])[CH3:16])=[O:6])[C:3]([C:18]3[CH:19]=[C:20]([Cl:26])[C:21]([Cl:25])=[C:22]([Cl:24])[CH:23]=3)([C:2]([F:1])([F:27])[F:28])[CH:30]=[N:29]2)[CH:37]=[CH:36][CH:35]=[CH:34][CH:33]=1. The yield is 0.330. (6) The reactants are C(N1C2C(=CC=C3C=2NC(=O)C3=O)CC1)(=[O:3])C.[NH:18]1[C:26]2[C:21](=[CH:22][CH:23]=[C:24]3[CH2:30][CH2:29][CH2:28][CH2:27][C:25]3=2)[C:20](=O)[C:19]1=[O:32].C([O:36][CH2:37][C:38](=O)[CH2:39][C:40]1[C:41]2[CH:48]=[C:47]([Cl:49])[CH:46]=[CH:45][C:42]=2[S:43][CH:44]=1)(=O)C.C([NH+](CC)CC)C. No catalyst specified. The product is [Cl:49][C:47]1[CH:46]=[CH:45][C:42]2[S:43][CH:44]=[C:40]([CH2:39][C:38]3[C:37]([OH:36])=[C:20]([C:19]([OH:32])=[O:3])[C:21]4[C:26](=[C:25]5[CH2:27][CH2:28][CH2:29][CH2:30][C:24]5=[CH:23][CH:22]=4)[N:18]=3)[C:41]=2[CH:48]=1. The yield is 0.210. (7) The reactants are Cl[CH2:2][CH:3]([OH:11])[CH2:4][S:5][CH2:6][CH:7]([OH:10])[CH2:8]Cl.[OH-].[Na+]. The catalyst is C1(C)C=CC=CC=1. The product is [O:10]1[CH2:8][CH:7]1[CH2:6][S:5][CH2:4][CH:3]1[O:11][CH2:2]1. The yield is 0.950.